From a dataset of Full USPTO retrosynthesis dataset with 1.9M reactions from patents (1976-2016). Predict the reactants needed to synthesize the given product. Given the product [Br:1][C:2]1[CH:7]=[CH:6][C:5]([CH2:8][C:9]([NH:22][C:19]2[CH:20]=[N:21][C:16]([O:15][CH2:13][CH3:14])=[C:17]([C:23]([F:24])([F:25])[F:26])[CH:18]=2)=[O:11])=[C:4]([F:12])[CH:3]=1, predict the reactants needed to synthesize it. The reactants are: [Br:1][C:2]1[CH:7]=[CH:6][C:5]([CH2:8][C:9]([OH:11])=O)=[C:4]([F:12])[CH:3]=1.[CH2:13]([O:15][C:16]1[N:21]=[CH:20][C:19]([NH2:22])=[CH:18][C:17]=1[C:23]([F:26])([F:25])[F:24])[CH3:14].CCN(C(C)C)C(C)C.CN(C(ON1N=NC2C=CC=NC1=2)=[N+](C)C)C.F[P-](F)(F)(F)(F)F.